Dataset: Forward reaction prediction with 1.9M reactions from USPTO patents (1976-2016). Task: Predict the product of the given reaction. (1) Given the reactants C([N:4]1[C:12]2[C:7](=[CH:8][CH:9]=[C:10]([N:13]3[C:17](=[O:18])[C:16]([CH3:20])([CH3:19])[N:15]([CH2:21][C:22]4[CH:27]=[CH:26][N:25]=[CH:24][CH:23]=4)[C:14]3=[O:28])[CH:11]=2)[C:6]([CH3:30])([CH3:29])[CH2:5]1)(=O)C.C(=O)([O-])O.[Na+], predict the reaction product. The product is: [CH3:29][C:6]1([CH3:30])[C:7]2[C:12](=[CH:11][C:10]([N:13]3[C:17](=[O:18])[C:16]([CH3:19])([CH3:20])[N:15]([CH2:21][C:22]4[CH:27]=[CH:26][N:25]=[CH:24][CH:23]=4)[C:14]3=[O:28])=[CH:9][CH:8]=2)[NH:4][CH2:5]1. (2) Given the reactants [NH2:1][C:2]([NH2:4])=[O:3].N[C@H:6](C=O)CCSC.CC(C)=O.NC(N)=O.[Cl-:21].[OH:22][CH2:23][CH2:24][N+:25]([CH3:28])([CH3:27])[CH3:26], predict the reaction product. The product is: [NH2:1][C:2]([NH2:4])=[O:3].[Cl-:21].[OH:22][CH2:23][CH2:24][N+:25]([CH3:28])([CH3:27])[CH3:26].[CH4:6]. (3) Given the reactants [NH2:1][C:2]1[C:3]([O:17]C)=[C:4]([C:9]2[O:13][C:12]([C:14]([OH:16])=[O:15])=[CH:11][CH:10]=2)[CH:5]=[C:6]([CH3:8])[CH:7]=1.B(Br)(Br)[Br:20], predict the reaction product. The product is: [BrH:20].[NH2:1][C:2]1[C:3]([OH:17])=[C:4]([C:9]2[O:13][C:12]([C:14]([OH:16])=[O:15])=[CH:11][CH:10]=2)[CH:5]=[C:6]([CH3:8])[CH:7]=1. (4) The product is: [Br:1][C:2]1[CH:10]=[CH:9][C:5]2[C:6](=[O:8])[C:17]3[C:12]([O:11][C:4]=2[CH:3]=1)=[C:13]([O:18][CH3:19])[CH:14]=[CH:15][CH:16]=3. Given the reactants [Br:1][C:2]1[CH:10]=[CH:9][C:5]([C:6]([OH:8])=O)=[C:4]([O:11][C:12]2[CH:17]=[CH:16][CH:15]=[CH:14][C:13]=2[O:18][CH3:19])[CH:3]=1.BrC1C=CC(C(O)=O)=C(OC2C=CC=CC=2)C=1, predict the reaction product. (5) Given the reactants FC(F)(F)C(O)=O.[Br:8][C:9]1[CH:10]=[C:11]([CH:15]2[C:19]([C:22]3[CH:27]=[CH:26][C:25]([Cl:28])=[CH:24][C:23]=3[F:29])([C:20]#[N:21])[CH:18]([CH2:30][C:31]([CH3:34])([CH3:33])[CH3:32])[NH:17][CH:16]2[C:35](O)=[O:36])[CH:12]=[CH:13][CH:14]=1.CC1(C)[O:43][C@@H:42]([CH2:44][CH2:45][NH2:46])[CH2:41][O:40]1.CN(C(ON1N=NC2C=CC=NC1=2)=[N+](C)C)C.F[P-](F)(F)(F)(F)F.CCN(C(C)C)C(C)C.Cl, predict the reaction product. The product is: [OH:43][C@H:42]([CH2:41][OH:40])[CH2:44][CH2:45][NH:46][C:35]([CH:16]1[CH:15]([C:11]2[CH:12]=[CH:13][CH:14]=[C:9]([Br:8])[CH:10]=2)[C:19]([C:22]2[CH:27]=[CH:26][C:25]([Cl:28])=[CH:24][C:23]=2[F:29])([C:20]#[N:21])[CH:18]([CH2:30][C:31]([CH3:33])([CH3:34])[CH3:32])[NH:17]1)=[O:36]. (6) The product is: [NH2:21][C@@H:10]([CH2:11][O:12][CH:13]([C:15]1[CH:20]=[CH:19][CH:18]=[CH:17][CH:16]=1)[CH3:14])[CH2:9][OH:8]. Given the reactants [H-].[Al+3].[Li+].[H-].[H-].[H-].C[O:8][C:9](=O)[C@@H:10]([NH2:21])[CH2:11][O:12][CH:13]([C:15]1[CH:20]=[CH:19][CH:18]=[CH:17][CH:16]=1)[CH3:14].[OH-].[Na+].CCOCC, predict the reaction product. (7) Given the reactants [Cl:1][C:2]1[CH:7]=[CH:6][C:5]([C@H:8]2[CH2:13][CH2:12][N:11]([CH3:14])[CH2:10][C@H:9]2[C:15]([O:17][CH3:18])=[O:16])=[CH:4][CH:3]=1, predict the reaction product. The product is: [Cl:1][C:2]1[CH:7]=[CH:6][C:5]([C@@H:8]2[CH2:13][CH2:12][N:11]([CH3:14])[CH2:10][C@H:9]2[C:15]([O:17][CH3:18])=[O:16])=[CH:4][CH:3]=1.